This data is from Forward reaction prediction with 1.9M reactions from USPTO patents (1976-2016). The task is: Predict the product of the given reaction. (1) Given the reactants C(N(C(C)C)CC)(C)C.[N:10]1[C:19]2[C:14](=[CH:15][CH:16]=[CH:17][CH:18]=2)[CH:13]=[C:12]([NH:20][C:21]2[C:22]3[CH2:30][CH2:29][NH:28][CH2:27][C:23]=3[N:24]=[CH:25][N:26]=2)[CH:11]=1.Br[CH2:32][CH:33]1[CH2:38][CH2:37][CH2:36][CH2:35][CH2:34]1, predict the reaction product. The product is: [CH:33]1([CH2:32][N:28]2[CH2:29][CH2:30][C:22]3[C:21]([NH:20][C:12]4[CH:11]=[N:10][C:19]5[C:14]([CH:13]=4)=[CH:15][CH:16]=[CH:17][CH:18]=5)=[N:26][CH:25]=[N:24][C:23]=3[CH2:27]2)[CH2:38][CH2:37][CH2:36][CH2:35][CH2:34]1. (2) Given the reactants [NH2:1][C:2]1[CH:21]=[CH:20][C:5]([O:6][C:7]2[CH:12]=[CH:11][N:10]=[C:9]3[CH:13]=[C:14]([C:16]([O:18][CH3:19])=[O:17])[S:15][C:8]=23)=[C:4]([F:22])[CH:3]=1.Cl.Cl.N1C2C(=NC=CC=2OC2C=CC(N[C:42]([NH:44][C:45](=[O:55])[CH2:46][C:47]3[C:52]([Cl:53])=[CH:51][CH:50]=[CH:49][C:48]=3Cl)=[S:43])=CC=2F)C=C1.C1(CC(N=C=S)=O)C=CC=CC=1, predict the reaction product. The product is: [ClH:53].[F:22][C:4]1[CH:3]=[C:2]([NH:1][C:42]([NH:44][C:45](=[O:55])[CH2:46][C:47]2[CH:48]=[CH:49][CH:50]=[CH:51][CH:52]=2)=[S:43])[CH:21]=[CH:20][C:5]=1[O:6][C:7]1[CH:12]=[CH:11][N:10]=[C:9]2[CH:13]=[C:14]([C:16]([O:18][CH3:19])=[O:17])[S:15][C:8]=12.